From a dataset of NCI-60 drug combinations with 297,098 pairs across 59 cell lines. Regression. Given two drug SMILES strings and cell line genomic features, predict the synergy score measuring deviation from expected non-interaction effect. (1) Drug 2: CCN(CC)CCCC(C)NC1=C2C=C(C=CC2=NC3=C1C=CC(=C3)Cl)OC. Drug 1: C1=CC(=C2C(=C1NCCNCCO)C(=O)C3=C(C=CC(=C3C2=O)O)O)NCCNCCO. Synergy scores: CSS=83.2, Synergy_ZIP=3.62, Synergy_Bliss=3.02, Synergy_Loewe=-0.601, Synergy_HSA=4.45. Cell line: MOLT-4. (2) Drug 1: C1=NC2=C(N1)C(=S)N=C(N2)N. Drug 2: CC(C)CN1C=NC2=C1C3=CC=CC=C3N=C2N. Cell line: NCI-H226. Synergy scores: CSS=5.34, Synergy_ZIP=-4.59, Synergy_Bliss=-2.90, Synergy_Loewe=-8.96, Synergy_HSA=-5.47. (3) Drug 1: CNC(=O)C1=NC=CC(=C1)OC2=CC=C(C=C2)NC(=O)NC3=CC(=C(C=C3)Cl)C(F)(F)F. Drug 2: B(C(CC(C)C)NC(=O)C(CC1=CC=CC=C1)NC(=O)C2=NC=CN=C2)(O)O. Cell line: SF-268. Synergy scores: CSS=24.1, Synergy_ZIP=-1.26, Synergy_Bliss=-6.82, Synergy_Loewe=-68.2, Synergy_HSA=-6.90. (4) Drug 1: C1CN1P(=S)(N2CC2)N3CC3. Drug 2: C1=CN(C(=O)N=C1N)C2C(C(C(O2)CO)O)O.Cl. Cell line: SR. Synergy scores: CSS=75.4, Synergy_ZIP=-0.598, Synergy_Bliss=-0.968, Synergy_Loewe=-3.00, Synergy_HSA=1.72. (5) Drug 1: COC1=C(C=C2C(=C1)N=CN=C2NC3=CC(=C(C=C3)F)Cl)OCCCN4CCOCC4. Drug 2: C1=C(C(=O)NC(=O)N1)F. Cell line: NCI-H322M. Synergy scores: CSS=56.2, Synergy_ZIP=-2.70, Synergy_Bliss=-1.79, Synergy_Loewe=6.17, Synergy_HSA=7.71. (6) Cell line: SK-OV-3. Drug 2: C1=NC(=NC(=O)N1C2C(C(C(O2)CO)O)O)N. Synergy scores: CSS=-2.69, Synergy_ZIP=-3.48, Synergy_Bliss=-9.32, Synergy_Loewe=-17.4, Synergy_HSA=-9.42. Drug 1: CN1C(=O)N2C=NC(=C2N=N1)C(=O)N. (7) Drug 1: CC1=C2C(C(=O)C3(C(CC4C(C3C(C(C2(C)C)(CC1OC(=O)C(C(C5=CC=CC=C5)NC(=O)OC(C)(C)C)O)O)OC(=O)C6=CC=CC=C6)(CO4)OC(=O)C)OC)C)OC. Drug 2: CC12CCC3C(C1CCC2O)C(CC4=C3C=CC(=C4)O)CCCCCCCCCS(=O)CCCC(C(F)(F)F)(F)F. Cell line: RXF 393. Synergy scores: CSS=57.2, Synergy_ZIP=17.7, Synergy_Bliss=17.0, Synergy_Loewe=11.2, Synergy_HSA=19.8. (8) Drug 1: CC(CN1CC(=O)NC(=O)C1)N2CC(=O)NC(=O)C2. Drug 2: C(CN)CNCCSP(=O)(O)O. Cell line: OVCAR-4. Synergy scores: CSS=12.6, Synergy_ZIP=1.20, Synergy_Bliss=2.75, Synergy_Loewe=-0.986, Synergy_HSA=2.67. (9) Drug 1: CN1C2=C(C=C(C=C2)N(CCCl)CCCl)N=C1CCCC(=O)O.Cl. Drug 2: C(CN)CNCCSP(=O)(O)O. Cell line: OVCAR-8. Synergy scores: CSS=2.95, Synergy_ZIP=3.82, Synergy_Bliss=0.764, Synergy_Loewe=-1.66, Synergy_HSA=-0.905. (10) Drug 1: CC1=C(C=C(C=C1)C(=O)NC2=CC(=CC(=C2)C(F)(F)F)N3C=C(N=C3)C)NC4=NC=CC(=N4)C5=CN=CC=C5. Drug 2: C1CN(CCN1C(=O)CCBr)C(=O)CCBr. Cell line: LOX IMVI. Synergy scores: CSS=45.9, Synergy_ZIP=-1.44, Synergy_Bliss=2.58, Synergy_Loewe=9.13, Synergy_HSA=5.39.